This data is from Forward reaction prediction with 1.9M reactions from USPTO patents (1976-2016). The task is: Predict the product of the given reaction. (1) Given the reactants C([N:5]=[C:6]([C:15]1[CH:23]=[CH:22][C:18]([N:19]([CH3:21])[CH3:20])=[CH:17][CH:16]=1)[CH2:7][CH2:8][C:9]1[CH:14]=[CH:13][CH:12]=[CH:11][CH:10]=1)(C)(C)C.[CH:24]([C:35](OCC)=[O:36])([C:30](OCC)=[O:31])[C:25]([O:27][CH2:28]C)=[O:26], predict the reaction product. The product is: [CH2:8]([C:7]1[C:35]([OH:36])=[C:24]([C:25]([O:27][CH3:28])=[O:26])[C:30](=[O:31])[NH:5][C:6]=1[C:15]1[CH:23]=[CH:22][C:18]([N:19]([CH3:21])[CH3:20])=[CH:17][CH:16]=1)[C:9]1[CH:14]=[CH:13][CH:12]=[CH:11][CH:10]=1. (2) Given the reactants [N+:1]([C:4]1[CH:5]=[C:6]([CH:8]=[CH:9][CH:10]=1)[NH2:7])([O-:3])=[O:2].N1C=CC=CC=1.[Cl:17][C:18]1[CH:26]=[C:25]([F:27])[CH:24]=[CH:23][C:19]=1[C:20](Cl)=[O:21], predict the reaction product. The product is: [Cl:17][C:18]1[CH:26]=[C:25]([F:27])[CH:24]=[CH:23][C:19]=1[C:20]([NH:7][C:6]1[CH:8]=[CH:9][CH:10]=[C:4]([N+:1]([O-:3])=[O:2])[CH:5]=1)=[O:21].